This data is from Peptide-MHC class I binding affinity with 185,985 pairs from IEDB/IMGT. The task is: Regression. Given a peptide amino acid sequence and an MHC pseudo amino acid sequence, predict their binding affinity value. This is MHC class I binding data. (1) The peptide sequence is ALRANSAVK. The MHC is HLA-A33:01 with pseudo-sequence HLA-A33:01. The binding affinity (normalized) is 0.00180. (2) The peptide sequence is KQWRRDNRR. The MHC is Mamu-B08 with pseudo-sequence Mamu-B08. The binding affinity (normalized) is 0.309. (3) The binding affinity (normalized) is 0.0895. The MHC is HLA-B51:01 with pseudo-sequence HLA-B51:01. The peptide sequence is YPPRPCGI. (4) The peptide sequence is QELKNSAVSL. The MHC is HLA-B58:01 with pseudo-sequence HLA-B58:01. The binding affinity (normalized) is 0.